Regression/Classification. Given a drug SMILES string, predict its toxicity properties. Task type varies by dataset: regression for continuous values (e.g., LD50, hERG inhibition percentage) or binary classification for toxic/non-toxic outcomes (e.g., AMES mutagenicity, cardiotoxicity, hepatotoxicity). Dataset: ld50_zhu. From a dataset of Acute oral toxicity (LD50) regression data from Zhu et al.. The drug is CCCCC=C1CCCCC1=O. The rat oral LD50 is 1.52, given as -log10 of the dose in mol/kg body weight (higher means more acutely toxic).